Dataset: Catalyst prediction with 721,799 reactions and 888 catalyst types from USPTO. Task: Predict which catalyst facilitates the given reaction. (1) Reactant: [Br:1][C:2]1[CH:3]=[C:4]([CH:8]=[C:9](I)[C:10]=1[F:11])[C:5]([OH:7])=[O:6].[OH-:13].[Na+]. Product: [Br:1][C:2]1[CH:3]=[C:4]([CH:8]=[C:9]([OH:13])[C:10]=1[F:11])[C:5]([OH:7])=[O:6]. The catalyst class is: 6. (2) Reactant: [NH2:1][CH:2]1[CH2:7][CH2:6][CH2:5][N:4]([C:8](=[O:18])[CH2:9][CH2:10][CH2:11][C:12]2[CH:17]=[CH:16][CH:15]=[CH:14][CH:13]=2)[CH2:3]1.[Cl:19][C:20]1[CH:25]=[CH:24][CH:23]=[C:22]([F:26])[C:21]=1[C:27]1[C:31]([C:32](O)=[O:33])=[C:30]([CH3:35])[O:29][N:28]=1.C1(N=C=NC2CCCCC2)CCCCC1.ON1C2C=CC=CC=2N=N1. Product: [C:12]1([CH2:11][CH2:10][CH2:9][C:8]([N:4]2[CH2:5][CH2:6][CH2:7][CH:2]([NH:1][C:32]([C:31]3[C:27]([C:21]4[C:22]([F:26])=[CH:23][CH:24]=[CH:25][C:20]=4[Cl:19])=[N:28][O:29][C:30]=3[CH3:35])=[O:33])[CH2:3]2)=[O:18])[CH:13]=[CH:14][CH:15]=[CH:16][CH:17]=1. The catalyst class is: 1. (3) Reactant: FC(F)(F)C(O)=O.[Cl:8][C:9]1[CH:14]=[CH:13][C:12]([CH:15]([NH:41][C:42]([C:44]2([NH:59]C(=O)OC(C)(C)C)[CH2:49][CH2:48][N:47]([C:50]3[C:51]4[CH:58]=[CH:57][NH:56][C:52]=4[N:53]=[CH:54][N:55]=3)[CH2:46][CH2:45]2)=[O:43])[CH2:16][C:17]2[N:18](C(C3C=CC=CC=3)(C3C=CC=CC=3)C3C=CC=CC=3)[CH:19]=[CH:20][N:21]=2)=[CH:11][CH:10]=1. Product: [NH2:59][C:44]1([C:42]([NH:41][CH:15]([C:12]2[CH:11]=[CH:10][C:9]([Cl:8])=[CH:14][CH:13]=2)[CH2:16][C:17]2[NH:21][CH:20]=[CH:19][N:18]=2)=[O:43])[CH2:49][CH2:48][N:47]([C:50]2[C:51]3[CH:58]=[CH:57][NH:56][C:52]=3[N:53]=[CH:54][N:55]=2)[CH2:46][CH2:45]1. The catalyst class is: 72.